From a dataset of Peptide-MHC class II binding affinity with 134,281 pairs from IEDB. Regression. Given a peptide amino acid sequence and an MHC pseudo amino acid sequence, predict their binding affinity value. This is MHC class II binding data. The peptide sequence is GLVGAVGGTATAGAF. The MHC is DRB1_0405 with pseudo-sequence DRB1_0405. The binding affinity (normalized) is 0.191.